This data is from Full USPTO retrosynthesis dataset with 1.9M reactions from patents (1976-2016). The task is: Predict the reactants needed to synthesize the given product. (1) Given the product [CH3:1][O:2][C:3](=[O:13])[C:4]([CH3:9])([CH2:10][CH:11]=[O:18])[C:5]([O:7][CH3:8])=[O:6], predict the reactants needed to synthesize it. The reactants are: [CH3:1][O:2][C:3](=[O:13])[C:4]([CH2:10][CH:11]=C)([CH3:9])[C:5]([O:7][CH3:8])=[O:6].CSC.C[OH:18]. (2) Given the product [CH2:28]([O:27][C:25](=[O:35])[N:11]([CH2:10][C:9]([CH3:14])([CH3:13])[CH2:8][NH:7][C:6]([O:5][C:1]([CH3:4])([CH3:3])[CH3:2])=[O:15])[CH3:12])[C:29]1[CH:30]=[CH:31][CH:32]=[CH:33][CH:34]=1, predict the reactants needed to synthesize it. The reactants are: [C:1]([O:5][C:6](=[O:15])[NH:7][CH2:8][C:9]([CH3:14])([CH3:13])[CH2:10][NH:11][CH3:12])([CH3:4])([CH3:3])[CH3:2].CCN(C(C)C)C(C)C.[C:25]([O:35]N1C(=O)CCC1=O)([O:27][CH2:28][C:29]1[CH:34]=[CH:33][CH:32]=[CH:31][CH:30]=1)=O. (3) Given the product [Cl:1][C:2]1[CH:7]=[C:6]([C:8]([F:9])([F:10])[F:11])[CH:5]=[C:4]2[C:3]=1[CH:12]=[CH:13][NH:30][C:28]2=[O:29], predict the reactants needed to synthesize it. The reactants are: [Cl:1][C:2]1[CH:7]=[C:6]([C:8]([F:11])([F:10])[F:9])[CH:5]=[CH:4][C:3]=1/[CH:12]=[CH:13]/C(O)=O.FC(F)(F)OC1C=CC(/C=C/[C:28]([N:30]=[N+]=[N-])=[O:29])=CC=1. (4) Given the product [Cl:9][C:10]1[C:15]([N+:16]([O-:18])=[O:17])=[C:14]([NH:1][CH2:2][C:3]2[CH:4]=[N:5][CH:6]=[CH:7][CH:8]=2)[CH:13]=[C:12]([CH2:20][CH2:21][CH2:22][CH2:23][CH3:24])[N:11]=1, predict the reactants needed to synthesize it. The reactants are: [NH2:1][CH2:2][C:3]1[CH:4]=[N:5][CH:6]=[CH:7][CH:8]=1.[Cl:9][C:10]1[C:15]([N+:16]([O-:18])=[O:17])=[C:14](Cl)[CH:13]=[C:12]([CH2:20][CH2:21][CH2:22][CH2:23][CH3:24])[N:11]=1.C(N(CC)CC)C. (5) Given the product [C:1]([O:5][C:6]([N:8]1[CH2:13][CH2:12][CH:11]([CH:14]([C:16]([O:18][CH2:19][CH3:20])=[O:17])[CH3:15])[CH2:10][CH2:9]1)=[O:7])([CH3:4])([CH3:2])[CH3:3], predict the reactants needed to synthesize it. The reactants are: [C:1]([O:5][C:6]([N:8]1[CH2:13][CH:12]=[C:11]([CH:14]([C:16]([O:18][CH2:19][CH3:20])=[O:17])[CH3:15])[CH2:10][CH2:9]1)=[O:7])([CH3:4])([CH3:3])[CH3:2]. (6) The reactants are: [C:1]([N:8]([CH3:28])[CH:9]1[CH2:14][CH2:13][CH:12]([NH:15][CH2:16][C:17]2[CH:18]=[C:19](B(O)O)[CH:20]=[CH:21][C:22]=2[O:23][CH3:24])[CH2:11][CH2:10]1)([O:3][C:4]([CH3:7])([CH3:6])[CH3:5])=[O:2].Br[C:30]1[CH:38]=[CH:37][C:33]([C:34]([NH2:36])=[O:35])=[CH:32][CH:31]=1. Given the product [C:4]([O:3][C:1](=[O:2])[N:8]([CH:9]1[CH2:14][CH2:13][CH:12]([NH:15][CH2:16][C:17]2[CH:18]=[C:19]([C:30]3[CH:38]=[CH:37][C:33]([C:34](=[O:35])[NH2:36])=[CH:32][CH:31]=3)[CH:20]=[CH:21][C:22]=2[O:23][CH3:24])[CH2:11][CH2:10]1)[CH3:28])([CH3:7])([CH3:6])[CH3:5], predict the reactants needed to synthesize it.